From a dataset of Full USPTO retrosynthesis dataset with 1.9M reactions from patents (1976-2016). Predict the reactants needed to synthesize the given product. (1) Given the product [CH2:1]([N:8]1[CH2:13][CH:12]=[C:11]([C:14]2[CH:19]=[CH:18][CH:17]=[C:16]([B:26]3[O:27][C:28]([CH3:30])([CH3:29])[C:24]([CH3:40])([CH3:23])[O:25]3)[C:15]=2[CH2:21][CH3:22])[CH2:10][CH2:9]1)[C:2]1[CH:7]=[CH:6][CH:5]=[CH:4][CH:3]=1, predict the reactants needed to synthesize it. The reactants are: [CH2:1]([N:8]1[CH2:13][CH:12]=[C:11]([C:14]2[CH:19]=[CH:18][CH:17]=[C:16](Br)[C:15]=2[CH2:21][CH3:22])[CH2:10][CH2:9]1)[C:2]1[CH:7]=[CH:6][CH:5]=[CH:4][CH:3]=1.[CH3:23][C:24]1([CH3:40])[C:28]([CH3:30])([CH3:29])[O:27][B:26]([B:26]2[O:27][C:28]([CH3:30])([CH3:29])[C:24]([CH3:40])([CH3:23])[O:25]2)[O:25]1.C([O-])(=O)C.[K+]. (2) Given the product [CH2:1]([O:3][C:4]([C:6]1([C:9]2[CH:10]=[CH:11][C:12]([C:15]3[CH:20]=[CH:19][C:18]([C:21]4[O:25][N:24]=[C:23]([CH3:26])[C:22]=4[NH:27][C:35](=[O:40])[CH2:36][CH:37]([CH3:39])[CH3:38])=[CH:17][CH:16]=3)=[CH:13][CH:14]=2)[CH2:8][CH2:7]1)=[O:5])[CH3:2], predict the reactants needed to synthesize it. The reactants are: [CH2:1]([O:3][C:4]([C:6]1([C:9]2[CH:14]=[CH:13][C:12]([C:15]3[CH:20]=[CH:19][C:18]([C:21]4[O:25][N:24]=[C:23]([CH3:26])[C:22]=4[NH2:27])=[CH:17][CH:16]=3)=[CH:11][CH:10]=2)[CH2:8][CH2:7]1)=[O:5])[CH3:2].C(N(CC)CC)C.[C:35](Cl)(=[O:40])[CH2:36][CH:37]([CH3:39])[CH3:38].